From a dataset of Forward reaction prediction with 1.9M reactions from USPTO patents (1976-2016). Predict the product of the given reaction. (1) Given the reactants [C:1]([O:5][C:6]([N:8]1[CH2:11][CH:10]([O:12][C:13]2[CH:14]=[CH:15][C:16]3[O:21][CH2:20][C:19](=S)[N:18]([CH:23]([C:25](OCC)=[O:26])[CH3:24])[C:17]=3[CH:30]=2)[CH2:9]1)=[O:7])([CH3:4])([CH3:3])[CH3:2].O.[NH2:32][NH2:33], predict the reaction product. The product is: [C:1]([O:5][C:6]([N:8]1[CH2:9][CH:10]([O:12][C:13]2[CH:30]=[C:17]3[C:16](=[CH:15][CH:14]=2)[O:21][CH2:20][C:19]2[N:18]3[CH:23]([CH3:24])[C:25](=[O:26])[NH:32][N:33]=2)[CH2:11]1)=[O:7])([CH3:3])([CH3:2])[CH3:4]. (2) The product is: [NH2:1][C:2]1[S:6][C:5]([C:7]2[CH:8]=[N:9][C:10]([N:13]3[CH2:14][CH2:15][O:16][CH2:17][CH2:18]3)=[CH:11][CH:12]=2)=[N:4][C:3]=1[C:19]([NH2:23])=[O:21]. Given the reactants [NH2:1][C:2]1[S:6][C:5]([C:7]2[CH:8]=[N:9][C:10]([N:13]3[CH2:18][CH2:17][O:16][CH2:15][CH2:14]3)=[CH:11][CH:12]=2)=[N:4][C:3]=1[C:19]([OH:21])=O.O[N:23]1C2C=CC=CC=2N=N1.Cl.C(N=C=NCCCN(C)C)C.[Cl-].[NH4+].C(N(C(C)C)CC)(C)C, predict the reaction product. (3) Given the reactants [N:1]1([CH2:7][CH2:8][NH:9][C:10]([NH:12][C:13]2[S:14][C:15]3[CH:21]=[C:20]([SH:22])[CH:19]=[CH:18][C:16]=3[N:17]=2)=[O:11])[CH2:6][CH2:5][O:4][CH2:3][CH2:2]1.C(O)C.P([O-])(O)(O)=O.[K+].Br[C:33]1[N:37]2[CH:38]=[CH:39][CH:40]=[N:41][C:36]2=[N:35][CH:34]=1, predict the reaction product. The product is: [N:35]1[CH:34]=[C:33]([S:22][C:20]2[CH:19]=[CH:18][C:16]3[N:17]=[C:13]([NH:12][C:10]([NH:9][CH2:8][CH2:7][N:1]4[CH2:2][CH2:3][O:4][CH2:5][CH2:6]4)=[O:11])[S:14][C:15]=3[CH:21]=2)[N:37]2[CH:38]=[CH:39][CH:40]=[N:41][C:36]=12. (4) Given the reactants Cl[C:2]1[C:11]([C:12]([C:14]2[C:19]([O:20][CH3:21])=[CH:18][CH:17]=[CH:16][C:15]=2[O:22][CH3:23])=[O:13])=[CH:10][C:9]2[C:4](=[CH:5][CH:6]=[CH:7][CH:8]=2)[N:3]=1.[NH3:24], predict the reaction product. The product is: [NH2:24][C:2]1[C:11]([C:12]([C:14]2[C:19]([O:20][CH3:21])=[CH:18][CH:17]=[CH:16][C:15]=2[O:22][CH3:23])=[O:13])=[CH:10][C:9]2[C:4](=[CH:5][CH:6]=[CH:7][CH:8]=2)[N:3]=1. (5) Given the reactants [F:1][C:2]([C:5]1[CH:6]=[N:7][CH:8]=[C:9]([CH2:11][O:12][Si](C(C)C)(C(C)C)C(C)C)[CH:10]=1)([CH3:4])[CH3:3], predict the reaction product. The product is: [F:1][C:2]([C:5]1[CH:10]=[C:9]([CH2:11][OH:12])[CH:8]=[N:7][CH:6]=1)([CH3:4])[CH3:3]. (6) Given the reactants Cl[C:2]1[CH:7]=[CH:6][C:5]2=[N:8][C:9]3[C:22]4[CH:21]=[CH:20][CH:19]=[CH:18][C:17]=4[N:16]([CH3:23])[C:15]4[C:10]=3[C:11]([CH:12]=[CH:13][CH:14]=4)=[C:4]2[CH:3]=1.[C:24]([O:28][CH3:29])(=[O:27])[CH:25]=[CH2:26], predict the reaction product. The product is: [CH3:29][O:28][C:24](=[O:27])/[CH:25]=[CH:26]/[C:2]1[CH:7]=[CH:6][C:5]2=[N:8][C:9]3[C:22]4[CH:21]=[CH:20][CH:19]=[CH:18][C:17]=4[N:16]([CH3:23])[C:15]4[C:10]=3[C:11]([CH:12]=[CH:13][CH:14]=4)=[C:4]2[CH:3]=1. (7) Given the reactants [NH2:1][C@@H:2]1[CH2:17][N:5]2[CH2:6][CH2:7][N:8]([C:10]([O:12][C:13]([CH3:16])([CH3:15])[CH3:14])=[O:11])[CH2:9][C@@H:4]2[CH2:3]1.C(=O)([O-])[O-].[Na+].[Na+].[F:24][C:25]1[CH:33]=[CH:32][C:28]([C:29](Cl)=[O:30])=[CH:27][CH:26]=1, predict the reaction product. The product is: [F:24][C:25]1[CH:33]=[CH:32][C:28]([C:29]([NH:1][C@@H:2]2[CH2:17][N:5]3[CH2:6][CH2:7][N:8]([C:10]([O:12][C:13]([CH3:14])([CH3:16])[CH3:15])=[O:11])[CH2:9][C@@H:4]3[CH2:3]2)=[O:30])=[CH:27][CH:26]=1.